The task is: Predict the reaction yield, written as a fraction of the theoretical maximum amount of product (1.0 means a 100% yield; for example, 0.34 means a 34% yield).. This data is from Reaction yield outcomes from USPTO patents with 853,638 reactions. (1) The reactants are [Cl:1][C:2]1[CH:6]=[N:5][N:4]([CH3:7])[C:3]=1[C:8]1[CH:9]=[C:10]([NH:16][C:17]([NH:19][C:20]2[CH:25]=[CH:24][C:23]([F:26])=[CH:22][C:21]=2[F:27])=[O:18])[CH:11]=[CH:12][C:13]=1[O:14]C.[Cl-].[Al+3].[Cl-].[Cl-].C(OCC)(=O)C. The catalyst is ClCCCl. The product is [Cl:1][C:2]1[CH:6]=[N:5][N:4]([CH3:7])[C:3]=1[C:8]1[CH:9]=[C:10]([NH:16][C:17]([NH:19][C:20]2[CH:25]=[CH:24][C:23]([F:26])=[CH:22][C:21]=2[F:27])=[O:18])[CH:11]=[CH:12][C:13]=1[OH:14]. The yield is 0.750. (2) The reactants are CC(C)([O-])C.[Na+].[C:7]([C:10]1[CH:15]=[CH:14][C:13]([O:16][CH3:17])=[C:12]([CH3:18])[C:11]=1[NH:19][C:20]([C:22]1[S:23][CH:24]=[C:25]([CH:27]([CH3:29])[CH3:28])[N:26]=1)=O)(=[O:9])[CH3:8]. The catalyst is C(O)(C)(C)C.C(OCC)(=O)C. The product is [CH:27]([C:25]1[N:26]=[C:22]([C:20]2[CH:8]=[C:7]([OH:9])[C:10]3[C:11](=[C:12]([CH3:18])[C:13]([O:16][CH3:17])=[CH:14][CH:15]=3)[N:19]=2)[S:23][CH:24]=1)([CH3:29])[CH3:28]. The yield is 0.990. (3) The reactants are [CH3:1][O:2][C:3](=[O:23])[C:4]1[C:9](OS(C(F)(F)F)(=O)=O)=[CH:8][CH:7]=[CH:6][C:5]=1[CH2:18][C:19]([O:21][CH3:22])=[O:20].[Li+].[Cl-].[CH3:26][CH2:27]N(CC)CC.C([Sn](CCCC)(CCCC)C=C)CCC. The catalyst is O1CCOCC1.C1C=CC([P]([Pd]([P](C2C=CC=CC=2)(C2C=CC=CC=2)C2C=CC=CC=2)([P](C2C=CC=CC=2)(C2C=CC=CC=2)C2C=CC=CC=2)[P](C2C=CC=CC=2)(C2C=CC=CC=2)C2C=CC=CC=2)(C2C=CC=CC=2)C2C=CC=CC=2)=CC=1. The product is [CH3:1][O:2][C:3](=[O:23])[C:4]1[C:9]([CH:26]=[CH2:27])=[CH:8][CH:7]=[CH:6][C:5]=1[CH2:18][C:19]([O:21][CH3:22])=[O:20]. The yield is 0.840. (4) The product is [CH2:32]([C@H:28]1[C:29](=[O:31])[O:30][C@H:26]([C@@H:23]([NH:22][S:17]([C:11]2[CH:10]=[CH:9][CH:8]=[CH:13][C:12]=2[N+:14]([O-:16])=[O:15])(=[O:19])=[O:18])[CH2:24][OH:25])[CH2:27]1)[CH3:33]. The reactants are C(N(CC)CC)C.[CH:8]1[CH:13]=[C:12]([N+:14]([O-:16])=[O:15])[C:11]([S:17](Cl)(=[O:19])=[O:18])=[CH:10][CH:9]=1.Cl.[NH2:22][C@H:23]([C@H:26]1[O:30][C:29](=[O:31])[C@H:28]([CH2:32][CH3:33])[CH2:27]1)[CH2:24][OH:25].O1CCCC1. The yield is 0.590. The catalyst is O. (5) The reactants are [C:1]([O:5][C:6]([NH:8][C@H:9]([C:38]1[CH:43]=[CH:42][CH:41]=[CH:40][CH:39]=1)[CH2:10][N:11]1[C:16](=[O:17])[C:15]([C:18]2[CH:23]=[CH:22][CH:21]=[C:20]([O:24][CH3:25])[C:19]=2[F:26])=[C:14]([CH3:27])[N:13]([CH2:28][C:29]2[C:34](F)=[CH:33][CH:32]=[CH:31][C:30]=2[F:36])[C:12]1=[O:37])=[O:7])([CH3:4])([CH3:3])[CH3:2].[CH3:44][S-:45].[Na+]. The catalyst is CS(C)=O. The product is [C:1]([O:5][C:6]([NH:8][C@H:9]([C:38]1[CH:43]=[CH:42][CH:41]=[CH:40][CH:39]=1)[CH2:10][N:11]1[C:16](=[O:17])[C:15]([C:18]2[CH:23]=[CH:22][CH:21]=[C:20]([O:24][CH3:25])[C:19]=2[F:26])=[C:14]([CH3:27])[N:13]([CH2:28][C:29]2[C:34]([S:45][CH3:44])=[CH:33][CH:32]=[CH:31][C:30]=2[F:36])[C:12]1=[O:37])=[O:7])([CH3:4])([CH3:3])[CH3:2]. The yield is 0.780. (6) The product is [Br:1][C:2]1[CH:3]=[C:4]2[C:8](=[CH:9][CH:10]=1)[NH:7][CH:6]=[C:5]2[C:21]([CH:17]1[C:18]([CH3:20])([CH3:19])[C:16]1([CH3:24])[CH3:15])=[O:22]. The catalyst is ClCCl.[Cl-].[Zn+2].[Cl-]. The reactants are [Br:1][C:2]1[CH:3]=[C:4]2[C:8](=[CH:9][CH:10]=1)[NH:7][CH:6]=[CH:5]2.C([Mg]Br)C.[CH3:15][C:16]1([CH3:24])[C:18]([CH3:20])([CH3:19])[CH:17]1[C:21](Cl)=[O:22]. The yield is 0.380. (7) The reactants are [NH2:1][C:2]1[CH:6]=[C:5]([CH3:7])[NH:4][N:3]=1.[H-].[Na+].[C:10](O[C:18]([O:20][C:21]([CH3:24])([CH3:23])[CH3:22])=[O:19])([O:12][C:13]([CH3:16])([CH3:15])[CH3:14])=[O:11].C(=O)([O-])O.[Na+]. The catalyst is CN(C)C=O. The product is [NH2:1][C:2]1[CH:6]=[C:5]([CH3:7])[N:4]([C:10]([O:12][C:13]([CH3:16])([CH3:15])[CH3:14])=[O:11])[N:3]=1.[NH2:1][C:2]1[N:3]([C:18]([O:20][C:21]([CH3:22])([CH3:23])[CH3:24])=[O:19])[N:4]=[C:5]([CH3:7])[CH:6]=1. The yield is 0.480. (8) The reactants are C(N(C(C)C)CC)(C)C.[Cl:10][C:11]1[CH:12]=[CH:13][C:14]2[N:19]=[C:18]([C:20]3[C:29]4[C:24](=[CH:25][CH:26]=[CH:27][CH:28]=4)[CH:23]=[CH:22][CH:21]=3)[O:17][C:16](=[O:30])[C:15]=2[CH:31]=1.[NH2:32][CH2:33][CH:34]1[CH2:39][CH2:38][CH2:37][CH2:36][CH:35]1[OH:40]. No catalyst specified. The product is [Cl:10][C:11]1[CH:12]=[CH:13][C:14]([NH:19][C:18]([C:20]2[C:29]3[C:24](=[CH:25][CH:26]=[CH:27][CH:28]=3)[CH:23]=[CH:22][CH:21]=2)=[O:17])=[C:15]([C:16]([NH:32][CH2:33][CH:34]2[CH2:39][CH2:38][CH2:37][CH2:36][CH:35]2[OH:40])=[O:30])[CH:31]=1. The yield is 0.570. (9) The reactants are [CH3:1][C@@H:2]1[CH2:6][CH2:5][CH2:4][N:3]1[CH2:7][C@@H:8]1[CH2:12][CH2:11][CH2:10][N:9]1[C:13]([C:15]1[CH:20]=[CH:19][C:18](B2OC(C)(C)C(C)(C)O2)=[CH:17][CH:16]=1)=[O:14].Br[C:31]1[S:35][C:34]([C:36]([N:38]2[CH2:43][CH2:42][CH2:41][CH2:40][CH2:39]2)=[O:37])=[CH:33][CH:32]=1. No catalyst specified. The product is [CH3:1][C@@H:2]1[CH2:6][CH2:5][CH2:4][N:3]1[CH2:7][C@@H:8]1[CH2:12][CH2:11][CH2:10][N:9]1[C:13]([C:15]1[CH:20]=[CH:19][C:18]([C:31]2[S:35][C:34]([C:36]([N:38]3[CH2:43][CH2:42][CH2:41][CH2:40][CH2:39]3)=[O:37])=[CH:33][CH:32]=2)=[CH:17][CH:16]=1)=[O:14]. The yield is 0.480. (10) The reactants are [Cl:1][C:2]1[CH:7]=[CH:6][C:5]([N:8]2[CH:12]=[C:11](/[CH:13]=[N:14]/[S@:15]([C:17]([CH3:20])([CH3:19])[CH3:18])=[O:16])[N:10]=[CH:9]2)=[CH:4][CH:3]=1.[CH3:21]C(C)=O.C(=O)=O.C[Mg+].[Br-].CCOC(C)=O.CO. The catalyst is C(Cl)Cl.C(OCC)C.CCOC(C)=O. The product is [Cl:1][C:2]1[CH:7]=[CH:6][C:5]([N:8]2[CH:12]=[C:11]([C@@H:13]([NH:14][S@:15]([C:17]([CH3:20])([CH3:19])[CH3:18])=[O:16])[CH3:21])[N:10]=[CH:9]2)=[CH:4][CH:3]=1. The yield is 0.620.